Dataset: NCI-60 drug combinations with 297,098 pairs across 59 cell lines. Task: Regression. Given two drug SMILES strings and cell line genomic features, predict the synergy score measuring deviation from expected non-interaction effect. (1) Drug 1: C#CCC(CC1=CN=C2C(=N1)C(=NC(=N2)N)N)C3=CC=C(C=C3)C(=O)NC(CCC(=O)O)C(=O)O. Drug 2: C1C(C(OC1N2C=NC(=NC2=O)N)CO)O. Cell line: SR. Synergy scores: CSS=29.3, Synergy_ZIP=-1.74, Synergy_Bliss=-0.251, Synergy_Loewe=-0.664, Synergy_HSA=-0.722. (2) Drug 1: CCC1(CC2CC(C3=C(CCN(C2)C1)C4=CC=CC=C4N3)(C5=C(C=C6C(=C5)C78CCN9C7C(C=CC9)(C(C(C8N6C)(C(=O)OC)O)OC(=O)C)CC)OC)C(=O)OC)O.OS(=O)(=O)O. Drug 2: COC1=NC(=NC2=C1N=CN2C3C(C(C(O3)CO)O)O)N. Cell line: NCI/ADR-RES. Synergy scores: CSS=6.04, Synergy_ZIP=-2.16, Synergy_Bliss=-1.70, Synergy_Loewe=-8.76, Synergy_HSA=-2.00. (3) Drug 1: C1=CC(=CC=C1CCC2=CNC3=C2C(=O)NC(=N3)N)C(=O)NC(CCC(=O)O)C(=O)O. Drug 2: CCCS(=O)(=O)NC1=C(C(=C(C=C1)F)C(=O)C2=CNC3=C2C=C(C=N3)C4=CC=C(C=C4)Cl)F. Cell line: HCT116. Synergy scores: CSS=47.4, Synergy_ZIP=3.17, Synergy_Bliss=0.722, Synergy_Loewe=-25.0, Synergy_HSA=-0.235. (4) Drug 1: CN1CCC(CC1)COC2=C(C=C3C(=C2)N=CN=C3NC4=C(C=C(C=C4)Br)F)OC. Drug 2: CC(C)CN1C=NC2=C1C3=CC=CC=C3N=C2N. Cell line: HCC-2998. Synergy scores: CSS=0.898, Synergy_ZIP=1.40, Synergy_Bliss=-3.39, Synergy_Loewe=-7.11, Synergy_HSA=-6.75.